Dataset: Catalyst prediction with 721,799 reactions and 888 catalyst types from USPTO. Task: Predict which catalyst facilitates the given reaction. (1) Reactant: Cl[C:2]1[N:3]=[N:4][C:5]([Cl:8])=[CH:6][CH:7]=1.[Cl:9][C:10]1[CH:11]=[C:12]([OH:17])[CH:13]=[CH:14][C:15]=1[Cl:16].[OH-].[K+].CCCCCCC. Product: [Cl:8][C:5]1[N:4]=[N:3][C:2]([O:17][C:12]2[CH:13]=[CH:14][C:15]([Cl:16])=[C:10]([Cl:9])[CH:11]=2)=[CH:7][CH:6]=1. The catalyst class is: 16. (2) Reactant: [Cl:1][C:2]1[CH:10]=[C:9]([C:11]2[N:16]=[C:15]3[N:17]([CH2:20][C:21]4[CH:22]=[C:23]5[C:28](=[CH:29][CH:30]=4)[N:27]=[CH:26][CH:25]=[CH:24]5)[N:18]=[N:19][C:14]3=[CH:13][CH:12]=2)[CH:8]=[CH:7][C:3]=1[C:4]([NH2:6])=[O:5].CCOCC.Cl. Product: [ClH:1].[Cl:1][C:2]1[CH:10]=[C:9]([C:11]2[N:16]=[C:15]3[N:17]([CH2:20][C:21]4[CH:22]=[C:23]5[C:28](=[CH:29][CH:30]=4)[N:27]=[CH:26][CH:25]=[CH:24]5)[N:18]=[N:19][C:14]3=[CH:13][CH:12]=2)[CH:8]=[CH:7][C:3]=1[C:4]([NH2:6])=[O:5]. The catalyst class is: 1. (3) Reactant: [CH2:1]([N:3]1[C:9]2[CH:10]=[C:11]([NH2:14])[CH:12]=[CH:13][C:8]=2[CH2:7][N:6]([CH2:15][CH3:16])[CH2:5][CH2:4]1)[CH3:2].Cl[C:18]1[N:23]=[C:22]([NH:24][C:25]2[CH:30]=[CH:29][CH:28]=[CH:27][C:26]=2[S:31]([N:34]([CH3:36])[CH3:35])(=[O:33])=[O:32])[C:21]([Cl:37])=[CH:20][N:19]=1.C12(CS(O)(=O)=O)C(C)(C)C(CC1)CC2=O. Product: [Cl:37][C:21]1[C:22]([NH:24][C:25]2[CH:30]=[CH:29][CH:28]=[CH:27][C:26]=2[S:31]([N:34]([CH3:36])[CH3:35])(=[O:33])=[O:32])=[N:23][C:18]([NH:14][C:11]2[CH:12]=[CH:13][C:8]3[CH2:7][N:6]([CH2:15][CH3:16])[CH2:5][CH2:4][N:3]([CH2:1][CH3:2])[C:9]=3[CH:10]=2)=[N:19][CH:20]=1. The catalyst class is: 32. (4) Reactant: [CH2:1]([O:8][C:9]1[CH:10]=[CH:11][C:12]([OH:17])=[C:13]([CH:16]=1)[CH:14]=[O:15])[C:2]1[CH:7]=[CH:6][CH:5]=[CH:4][CH:3]=1.Br[C:19]([CH3:26])([CH3:25])[C:20]([O:22][CH2:23][CH3:24])=[O:21].C(=O)([O-])[O-].[Cs+].[Cs+]. Product: [CH2:23]([O:22][C:20](=[O:21])[C:19]([O:17][C:12]1[CH:11]=[CH:10][C:9]([O:8][CH2:1][C:2]2[CH:3]=[CH:4][CH:5]=[CH:6][CH:7]=2)=[CH:16][C:13]=1[CH:14]=[O:15])([CH3:26])[CH3:25])[CH3:24]. The catalyst class is: 3. (5) Reactant: Br[CH2:2][C:3]1[CH:8]=[CH:7][C:6]([I:9])=[CH:5][C:4]=1[N+:10]([O-:12])=[O:11].C1COCC1.[NH:18]1[CH2:23][CH2:22][O:21][CH2:20][CH2:19]1. Product: [I:9][C:6]1[CH:7]=[CH:8][C:3]([CH2:2][N:18]2[CH2:23][CH2:22][O:21][CH2:20][CH2:19]2)=[C:4]([N+:10]([O-:12])=[O:11])[CH:5]=1. The catalyst class is: 6.